From a dataset of Full USPTO retrosynthesis dataset with 1.9M reactions from patents (1976-2016). Predict the reactants needed to synthesize the given product. Given the product [Br:1][C:2]1[CH:3]=[C:4]([O:13][CH:14]([CH3:16])[CH3:15])[C:5]([CH3:12])=[C:6]([CH:11]=1)[C:7]([OH:9])=[O:8], predict the reactants needed to synthesize it. The reactants are: [Br:1][C:2]1[CH:3]=[C:4]([O:13][CH:14]([CH3:16])[CH3:15])[C:5]([CH3:12])=[C:6]([CH:11]=1)[C:7]([O:9]C)=[O:8].[OH-].[Na+].Cl.